From a dataset of Forward reaction prediction with 1.9M reactions from USPTO patents (1976-2016). Predict the product of the given reaction. (1) Given the reactants Br[C:2]1[CH:3]=[C:4]2[CH:10]=[CH:9][N:8]([CH:11]3[CH2:16][CH2:15][N:14]([C:17]4[N:22]=[CH:21][C:20]([CH2:23][CH3:24])=[CH:19][N:18]=4)[CH2:13][CH2:12]3)[C:5]2=[N:6][CH:7]=1.CC1(C)C(C)(C)OB([C:33]2[CH:38]=[CH:37][C:36]([S:39]([CH3:42])(=[O:41])=[O:40])=[CH:35][CH:34]=2)O1, predict the reaction product. The product is: [CH2:23]([C:20]1[CH:19]=[N:18][C:17]([N:14]2[CH2:15][CH2:16][CH:11]([N:8]3[C:5]4=[N:6][CH:7]=[C:2]([C:33]5[CH:38]=[CH:37][C:36]([S:39]([CH3:42])(=[O:41])=[O:40])=[CH:35][CH:34]=5)[CH:3]=[C:4]4[CH:10]=[CH:9]3)[CH2:12][CH2:13]2)=[N:22][CH:21]=1)[CH3:24]. (2) Given the reactants [C:1]([O:5][C:6]([NH:8][CH2:9][CH2:10][CH2:11][C:12]([OH:14])=O)=[O:7])([CH3:4])([CH3:3])[CH3:2].CCN(C(C)C)C(C)C.CN(C(ON1N=NC2C=CC=NC1=2)=[N+](C)C)C.F[P-](F)(F)(F)(F)F.[NH2:48][CH2:49][C:50]1[CH:54]=[N:53][N:52]([CH2:55][C@@H:56]2[C@H:59]([NH:60][C:61](=[O:97])/[C:62](=[N:76]\[O:77][C:78]3([C:81]([O:83][CH:84]([C:91]4[CH:96]=[CH:95][CH:94]=[CH:93][CH:92]=4)[C:85]4[CH:90]=[CH:89][CH:88]=[CH:87][CH:86]=4)=[O:82])[CH2:80][CH2:79]3)/[C:63]3[N:64]=[C:65]([NH:68][C:69]([O:71][C:72]([CH3:75])([CH3:74])[CH3:73])=[O:70])[S:66][CH:67]=3)[C:58](=[O:98])[NH:57]2)[N:51]=1, predict the reaction product. The product is: [C:1]([O:5][C:6]([NH:8][CH2:9][CH2:10][CH2:11][C:12]([NH:48][CH2:49][C:50]1[CH:54]=[N:53][N:52]([CH2:55][C@@H:56]2[C@H:59]([NH:60][C:61](=[O:97])/[C:62](=[N:76]\[O:77][C:78]3([C:81]([O:83][CH:84]([C:91]4[CH:96]=[CH:95][CH:94]=[CH:93][CH:92]=4)[C:85]4[CH:90]=[CH:89][CH:88]=[CH:87][CH:86]=4)=[O:82])[CH2:80][CH2:79]3)/[C:63]3[N:64]=[C:65]([NH:68][C:69]([O:71][C:72]([CH3:73])([CH3:75])[CH3:74])=[O:70])[S:66][CH:67]=3)[C:58](=[O:98])[NH:57]2)[N:51]=1)=[O:14])=[O:7])([CH3:2])([CH3:3])[CH3:4].